Dataset: Catalyst prediction with 721,799 reactions and 888 catalyst types from USPTO. Task: Predict which catalyst facilitates the given reaction. (1) Reactant: C([O:4][C@@H:5]1[C@@H:10]([O:11]C(=O)C)[C@@H:9]([O:15]C(=O)C)[C@@H:8]([CH2:19][O:20]C(=O)C)[O:7][C@:6]21[C:31]1[C:26](=[CH:27][C:28]([C:41]#[C:42][Si](C)(C)C)=[C:29]([CH2:32][C:33]3[CH:38]=[CH:37][C:36]([CH2:39][CH3:40])=[CH:35][CH:34]=3)[CH:30]=1)[CH2:25][O:24]2)(=O)C.C(=O)([O-])[O-].[K+].[K+]. Product: [CH2:39]([C:36]1[CH:37]=[CH:38][C:33]([CH2:32][C:29]2[CH:30]=[C:31]3[C:26]([CH2:25][O:24][C@:6]43[C@H:5]([OH:4])[C@@H:10]([OH:11])[C@H:9]([OH:15])[C@@H:8]([CH2:19][OH:20])[O:7]4)=[CH:27][C:28]=2[C:41]#[CH:42])=[CH:34][CH:35]=1)[CH3:40]. The catalyst class is: 5. (2) Reactant: [NH2:1][C:2]1[N:3]=[N:4][C:5]([C:8]2[CH:17]=[CH:16][C:11]([C:12]([NH:14][CH3:15])=[O:13])=[C:10]([CH3:18])[CH:9]=2)=[CH:6][N:7]=1.Cl[CH:20]([CH2:23][C:24]1[CH:25]=[C:26]2[C:31](=[CH:32][CH:33]=1)[N:30]=[CH:29][CH:28]=[CH:27]2)[CH:21]=O. Product: [CH3:15][NH:14][C:12](=[O:13])[C:11]1[CH:16]=[CH:17][C:8]([C:5]2[CH:6]=[N:7][C:2]3[N:3]([C:20]([CH2:23][C:24]4[CH:25]=[C:26]5[C:31](=[CH:32][CH:33]=4)[N:30]=[CH:29][CH:28]=[CH:27]5)=[CH:21][N:1]=3)[N:4]=2)=[CH:9][C:10]=1[CH3:18]. The catalyst class is: 8. (3) Reactant: C(=O)([O-])[O-].[K+].[K+].[CH3:7][C:8]1[N:9]=[C:10]([NH:13][C:14]2[CH:19]=[C:18]([S:20][C:21]3[CH:22]=[C:23]([OH:27])[CH:24]=[CH:25][CH:26]=3)[CH:17]=[CH:16][N:15]=2)[S:11][CH:12]=1.Br[CH2:29][C:30]([O:32][C:33]([CH3:36])([CH3:35])[CH3:34])=[O:31]. The catalyst class is: 18. Product: [CH3:7][C:8]1[N:9]=[C:10]([NH:13][C:14]2[CH:19]=[C:18]([S:20][C:21]3[CH:22]=[C:23]([CH:24]=[CH:25][CH:26]=3)[O:27][CH2:29][C:30]([O:32][C:33]([CH3:36])([CH3:35])[CH3:34])=[O:31])[CH:17]=[CH:16][N:15]=2)[S:11][CH:12]=1. (4) Reactant: [Br:1][C:2]1[CH:3]=[CH:4][C:5]([CH:9]=[O:10])=[N:6][C:7]=1[CH3:8].CO.[BH4-].[Na+].O. Product: [Br:1][C:2]1[CH:3]=[CH:4][C:5]([CH2:9][OH:10])=[N:6][C:7]=1[CH3:8]. The catalyst class is: 1. (5) Reactant: [OH:1][CH2:2][C:3]1[CH:8]=[C:7]([O:9][C:10]([F:13])([F:12])[F:11])[CH:6]=[CH:5][C:4]=1[NH:14]C(=O)OC(C)(C)C.Cl. Product: [NH2:14][C:4]1[CH:5]=[CH:6][C:7]([O:9][C:10]([F:11])([F:12])[F:13])=[CH:8][C:3]=1[CH2:2][OH:1]. The catalyst class is: 12. (6) Reactant: [Br:1][C:2]1[C:11]2[C:6](=[CH:7][CH:8]=[CH:9][CH:10]=2)[C:5]([C:12]2[CH:17]=[CH:16][C:15]([Cl:18])=[CH:14][CH:13]=2)=[C:4]([CH:19]([O:24][Si](C(C)(C)C)(C)C)[C:20]([O:22][CH3:23])=[O:21])[C:3]=1[CH3:32]. Product: [Br:1][C:2]1[C:11]2[C:6](=[CH:7][CH:8]=[CH:9][CH:10]=2)[C:5]([C:12]2[CH:13]=[CH:14][C:15]([Cl:18])=[CH:16][CH:17]=2)=[C:4]([CH:19]([OH:24])[C:20]([O:22][CH3:23])=[O:21])[C:3]=1[CH3:32]. The catalyst class is: 67.